Dataset: Rat liver microsome stability data. Task: Regression/Classification. Given a drug SMILES string, predict its absorption, distribution, metabolism, or excretion properties. Task type varies by dataset: regression for continuous measurements (e.g., permeability, clearance, half-life) or binary classification for categorical outcomes (e.g., BBB penetration, CYP inhibition). Dataset: rlm. (1) The molecule is Cc1cc(O)ccc1C(=O)NCCc1ccc(C(C)(C)C)cc1. The result is 1 (stable in rat liver microsomes). (2) The drug is O=C(N[C@@H](Cc1c[nH]c2ccccc12)C(=O)Nc1ccncc1)c1ccc2cc(Br)ccc2c1. The result is 1 (stable in rat liver microsomes). (3) The molecule is O=S(=O)(c1ccccc1)c1nnn2c1nc(NCc1cccs1)c1sccc12. The result is 1 (stable in rat liver microsomes). (4) The compound is CCCN1CNc2c(c(=O)[nH]c(=S)n2Cc2ccc(OC)c(OC)c2)C1. The result is 0 (unstable in rat liver microsomes). (5) The drug is Cc1ccc(S(=O)(=O)c2cnc(SC(C)C(=O)Nc3ccccc3)nc2O)cc1. The result is 1 (stable in rat liver microsomes).